Dataset: Full USPTO retrosynthesis dataset with 1.9M reactions from patents (1976-2016). Task: Predict the reactants needed to synthesize the given product. Given the product [F:23][C:4]1[CH:3]=[C:2]([NH:1][C:28](=[O:29])[CH2:27][CH:26]([NH:31][C:32]2[CH:33]=[CH:34][C:35]([F:38])=[CH:36][CH:37]=2)[C:25]([F:39])([F:40])[F:24])[CH:22]=[CH:21][C:5]=1[O:6][C:7]1[N:12]=[CH:11][N:10]=[C:9]([NH:13][C:14]([N:16]2[CH2:20][CH2:19][CH2:18][CH2:17]2)=[O:15])[CH:8]=1, predict the reactants needed to synthesize it. The reactants are: [NH2:1][C:2]1[CH:22]=[CH:21][C:5]([O:6][C:7]2[N:12]=[CH:11][N:10]=[C:9]([NH:13][C:14]([N:16]3[CH2:20][CH2:19][CH2:18][CH2:17]3)=[O:15])[CH:8]=2)=[C:4]([F:23])[CH:3]=1.[F:24][C:25]([F:40])([F:39])[CH:26]([NH:31][C:32]1[CH:37]=[CH:36][C:35]([F:38])=[CH:34][CH:33]=1)[CH2:27][C:28](O)=[O:29].C(N(CC)C(C)C)(C)C.CN(C(ON1N=NC2C=CC=NC1=2)=[N+](C)C)C.F[P-](F)(F)(F)(F)F.